Dataset: Reaction yield outcomes from USPTO patents with 853,638 reactions. Task: Predict the reaction yield, written as a fraction of the theoretical maximum amount of product (1.0 means a 100% yield; for example, 0.34 means a 34% yield). (1) The reactants are [C:1]([SH:9])(=[S:8])[C:2]1[CH:7]=[CH:6][CH:5]=[CH:4][CH:3]=1.[CH3:10][C:11]([CH2:13][C:14]([CH3:17])([CH3:16])[CH3:15])=[CH2:12]. The catalyst is C(Cl)(Cl)(Cl)Cl. The product is [C:1]([S:9][C:11]([CH3:12])([CH2:13][C:14]([CH3:17])([CH3:16])[CH3:15])[CH3:10])(=[S:8])[C:2]1[CH:7]=[CH:6][CH:5]=[CH:4][CH:3]=1. The yield is 0.317. (2) The yield is 0.790. The product is [C:14]1(=[O:15])[C:1]2[C:10]3[CH:9]=[CH:8][CH:7]=[CH:6][C:5]=3[CH:4]=[CH:3][C:2]=2[NH:11][C:13]1=[O:12]. The catalyst is C(O)(=O)C.O. The reactants are [CH:1]1[C:10]2[C:5](=[CH:6][CH:7]=[CH:8][CH:9]=2)[CH:4]=[CH:3][C:2]=1[NH2:11].[O:12]=[C:13](C(OCC)=O)[C:14](OCC)=[O:15].[OH-].[K+].